Dataset: Forward reaction prediction with 1.9M reactions from USPTO patents (1976-2016). Task: Predict the product of the given reaction. (1) Given the reactants C([O:3][C:4](=[O:51])[CH2:5][C@H:6]1[CH2:11][CH2:10][C@H:9]([CH2:12][N:13]2[C:22]3[C:17](=[CH:18][C:19]([C:23]([F:26])([F:25])[F:24])=[CH:20][CH:21]=3)[C@@H:16]([N:27]([CH2:34][C:35]3[CH:40]=[C:39]([C:41]([F:44])([F:43])[F:42])[CH:38]=[C:37]([C:45]([F:48])([F:47])[F:46])[CH:36]=3)[C:28]3[N:29]=[N:30][N:31]([CH3:33])[N:32]=3)[CH2:15][C@H:14]2[CH2:49][CH3:50])[CH2:8][CH2:7]1)C.[OH-].[Na+], predict the reaction product. The product is: [F:43][C:41]([F:42])([F:44])[C:39]1[CH:40]=[C:35]([CH:36]=[C:37]([C:45]([F:48])([F:47])[F:46])[CH:38]=1)[CH2:34][N:27]([C:28]1[N:29]=[N:30][N:31]([CH3:33])[N:32]=1)[C@@H:16]1[C:17]2[C:22](=[CH:21][CH:20]=[C:19]([C:23]([F:24])([F:25])[F:26])[CH:18]=2)[N:13]([CH2:12][C@H:9]2[CH2:8][CH2:7][C@H:6]([CH2:5][C:4]([OH:51])=[O:3])[CH2:11][CH2:10]2)[C@H:14]([CH2:49][CH3:50])[CH2:15]1. (2) Given the reactants [CH3:1][O:2][C:3]1[CH:8]=[CH:7][C:6]([C:9](=[NH:11])[NH2:10])=[CH:5][CH:4]=1.[F:12][C:13]1[CH:20]=[CH:19][C:16]([CH:17]=O)=[CH:15][CH:14]=1.[NH:21]1[C:29]2[C:24](=[CH:25][C:26]([NH:30][C:31](=[O:36])[CH2:32][C:33](=O)[CH3:34])=[CH:27][CH:28]=2)[CH:23]=[N:22]1.C([O-])(=O)C.[K+], predict the reaction product. The product is: [F:12][C:13]1[CH:20]=[CH:19][C:16]([CH:17]2[C:32]([C:31]([NH:30][C:26]3[CH:25]=[C:24]4[C:29](=[CH:28][CH:27]=3)[NH:21][N:22]=[CH:23]4)=[O:36])=[C:33]([CH3:34])[NH:10][C:9]([C:6]3[CH:5]=[CH:4][C:3]([O:2][CH3:1])=[CH:8][CH:7]=3)=[N:11]2)=[CH:15][CH:14]=1. (3) The product is: [NH2:31][C:29]1[CH:28]=[CH:27][C:3]([O:4][C:5]2[CH:10]=[CH:9][N:8]=[C:7]3[CH:11]=[C:12]([C:14]4[N:19]=[CH:18][C:17]([CH2:20][N:21]5[CH2:25][CH2:24][CH2:23][C:22]5=[O:26])=[CH:16][CH:15]=4)[S:13][C:6]=23)=[C:2]([F:1])[CH:30]=1. Given the reactants [F:1][C:2]1[CH:30]=[C:29]([N+:31]([O-])=O)[CH:28]=[CH:27][C:3]=1[O:4][C:5]1[CH:10]=[CH:9][N:8]=[C:7]2[CH:11]=[C:12]([C:14]3[N:19]=[CH:18][C:17]([CH2:20][N:21]4[CH2:25][CH2:24][CH2:23][C:22]4=[O:26])=[CH:16][CH:15]=3)[S:13][C:6]=12.[Cl-].[NH4+], predict the reaction product. (4) Given the reactants [CH3:1][N:2]([CH3:18])[S:3]([N:6]1[CH:10]=[C:9]([CH:11](O)[C:12]2[S:13][CH:14]=[CH:15][CH:16]=2)[N:8]=[CH:7]1)(=[O:5])=[O:4].FC(F)(F)C(O)=O.C([SiH](CC)CC)C, predict the reaction product. The product is: [CH3:18][N:2]([CH3:1])[S:3]([N:6]1[CH:10]=[C:9]([CH2:11][C:12]2[S:13][CH:14]=[CH:15][CH:16]=2)[N:8]=[CH:7]1)(=[O:5])=[O:4]. (5) Given the reactants [O:1]1[CH:3]2[CH2:4][CH2:5][CH:6]=[CH:7][CH2:8][CH2:9][CH:10]=[CH:11][CH2:12][CH2:13][CH:2]12.[H][H].C1(=O)CCCCCCCCCCC1, predict the reaction product. The product is: [CH:2]1([OH:1])[CH2:13][CH2:12][CH2:11][CH2:10][CH2:9][CH2:8][CH2:7][CH2:6][CH2:5][CH2:4][CH2:3]1. (6) Given the reactants [BH4-].[Na+].C1O[C:6]2([CH2:13][C@@H:12]3[C@@H:8]([CH2:9][C:10](=[O:14])[CH2:11]3)[CH2:7]2)[O:5]C1, predict the reaction product. The product is: [OH:14][CH:10]1[CH2:11][CH:12]2[CH:8]([CH2:7][C:6](=[O:5])[CH2:13]2)[CH2:9]1.